Dataset: Catalyst prediction with 721,799 reactions and 888 catalyst types from USPTO. Task: Predict which catalyst facilitates the given reaction. Reactant: [N+:1]([C:4]1[CH:5]=[CH:6][C:7]([O:10][C:11]2[CH:16]=[CH:15][CH:14]=[CH:13][CH:12]=2)=[N:8][CH:9]=1)([O-])=O.C(=O)([O-])[O-].[Na+].[Na+].N. Product: [NH2:1][C:4]1[CH:5]=[CH:6][C:7]([O:10][C:11]2[CH:16]=[CH:15][CH:14]=[CH:13][CH:12]=2)=[N:8][CH:9]=1. The catalyst class is: 33.